From a dataset of Catalyst prediction with 721,799 reactions and 888 catalyst types from USPTO. Predict which catalyst facilitates the given reaction. (1) Reactant: [C:1]1([C:8]2[CH:13]=[CH:12][CH:11]=[CH:10][CH:9]=2)[C:2](N)=[CH:3][CH:4]=[CH:5][CH:6]=1.F[C:15]1[C:16]([N+:23]([O-:25])=[O:24])=[C:17]([CH:20]=[CH:21][CH:22]=1)[C:18]#[N:19].C([N:29](CC)C(C)C)(C)C. Product: [C:1]1([C:8]2[CH:13]=[CH:12][CH:11]=[CH:10][CH:9]=2)[CH:2]=[CH:3][CH:4]=[C:5]([NH:29][C:15]2[C:16]([N+:23]([O-:25])=[O:24])=[C:17]([CH:20]=[CH:21][CH:22]=2)[C:18]#[N:19])[CH:6]=1. The catalyst class is: 1. (2) Reactant: [NH2:1][C:2]1[CH:7]=[CH:6][C:5]([C:8]2[N:9]([CH2:22][CH3:23])[C:10]3[C:15]([C:16]=2[C:17]#[N:18])=[CH:14][CH:13]=[C:12]([O:19][CH2:20][CH3:21])[CH:11]=3)=[CH:4][CH:3]=1.[P:24](Cl)([O:29][CH2:30][CH3:31])([O:26][CH2:27][CH3:28])=[O:25].C(N(C(C)C)CC)(C)C.C(OCC)(=O)C. Product: [C:17]([C:16]1[C:15]2[C:10](=[CH:11][C:12]([O:19][CH2:20][CH3:21])=[CH:13][CH:14]=2)[N:9]([CH2:22][CH3:23])[C:8]=1[C:5]1[CH:4]=[CH:3][C:2]([NH:1][P:24](=[O:25])([O:29][CH2:30][CH3:31])[O:26][CH2:27][CH3:28])=[CH:7][CH:6]=1)#[N:18]. The catalyst class is: 12. (3) Reactant: [CH3:1][O:2][C:3]1[CH:8]=[CH:7][C:6]([CH2:9][C:10]#[N:11])=[CH:5][CH:4]=1.[CH:12](OCC)=[O:13]. Product: [CH3:1][O:2][C:3]1[CH:8]=[CH:7][C:6]([CH:9]([CH:12]=[O:13])[C:10]#[N:11])=[CH:5][CH:4]=1. The catalyst class is: 6. (4) Product: [Cl:1][C:2]1[CH:7]=[C:6]([Cl:8])[CH:5]=[CH:4][C:3]=1[C:9]1[N:14]2[N:15]=[C:16]([CH2:18][CH3:19])[C:17]([N+:26]([O-:27])=[O:25])=[C:13]2[CH:12]=[CH:11][CH:10]=1. Reactant: [Cl:1][C:2]1[CH:7]=[C:6]([Cl:8])[CH:5]=[CH:4][C:3]=1[C:9]1[N:14]2[N:15]=[C:16]([CH2:18][CH3:19])[CH:17]=[C:13]2[CH:12]=[CH:11][CH:10]=1.F[B-](F)(F)F.[O:25]=[N+:26]=[O:27].C(OCC)(=O)C. The catalyst class is: 10. (5) Reactant: [CH2:1]([N:3]1[C:7]2[N:8]=[C:9]([C:18]3[CH:23]=[CH:22][C:21]([NH2:24])=[CH:20][CH:19]=3)[N:10]=[C:11]([N:12]3[CH2:17][CH2:16][O:15][CH2:14][CH2:13]3)[C:6]=2[N:5]=[N:4]1)[CH3:2].[CH3:25][O:26][C:27](=[O:37])[C:28]1[CH:33]=[CH:32][C:31]([N:34]=[C:35]=[O:36])=[CH:30][CH:29]=1. Product: [CH2:1]([N:3]1[C:7]2[N:8]=[C:9]([C:18]3[CH:23]=[CH:22][C:21]([NH:24][C:35]([NH:34][C:31]4[CH:32]=[CH:33][C:28]([C:27]([O:26][CH3:25])=[O:37])=[CH:29][CH:30]=4)=[O:36])=[CH:20][CH:19]=3)[N:10]=[C:11]([N:12]3[CH2:13][CH2:14][O:15][CH2:16][CH2:17]3)[C:6]=2[N:5]=[N:4]1)[CH3:2]. The catalyst class is: 2. (6) Product: [Br:20][C:17]1[CH:16]=[C:3]([C:4]2[O:15][C:8]([C:9]3[CH:14]=[CH:13][CH:12]=[CH:11][CH:10]=3)=[N:7][N:6]=2)[C:2]([NH2:1])=[N:19][CH:18]=1. The catalyst class is: 6. Reactant: [NH2:1][C:2]1[N:19]=[CH:18][C:17]([Br:20])=[CH:16][C:3]=1[C:4]([NH:6][NH:7][C:8](=[O:15])[C:9]1[CH:14]=[CH:13][CH:12]=[CH:11][CH:10]=1)=O.[OH-].[Na+].